This data is from Reaction yield outcomes from USPTO patents with 853,638 reactions. The task is: Predict the reaction yield, written as a fraction of the theoretical maximum amount of product (1.0 means a 100% yield; for example, 0.34 means a 34% yield). (1) The reactants are [C:1](=[O:4])([O-])[O-].FC(F)O[C:8]1[CH:13]=[CH:12][C:11]([C:14](=O)[C:15]([C:17]2[CH:22]=[C:21]([CH3:23])[CH:20]=[C:19]([F:24])[CH:18]=2)=O)=C[C:9]=1C.[F:28][CH:29]([F:49])OC1C=CC(C(=O)C(C2C=CC=C(F)C=2)=O)=CC=1C.Cl.[CH3:51][NH:52][C:53]([NH2:55])=[NH:54].O1CCOC[CH2:57]1.[OH2:62]. The catalyst is C(O)C. The product is [NH2:54][C:53]1[N:52]([CH3:51])[C:1](=[O:4])[C:15]([C:14]2[CH:11]=[CH:12][C:13]([O:62][CH:29]([F:49])[F:28])=[C:8]([CH3:9])[CH:57]=2)([C:17]2[CH:22]=[C:21]([CH3:23])[CH:20]=[C:19]([F:24])[CH:18]=2)[N:55]=1. The yield is 0.750. (2) The reactants are [Br:1][C:2]1[CH:3]=[N:4][CH:5]=[CH:6][C:7]=1Cl.O.[NH2:10][NH2:11]. The catalyst is O1CCOCC1.C(O)(C)C. The product is [Br:1][C:2]1[CH:3]=[N:4][CH:5]=[CH:6][C:7]=1[NH:10][NH2:11]. The yield is 0.870. (3) The reactants are [CH3:1][O:2][C:3]([C:5]1[CH:10]([C:11]2[CH:16]=[CH:15][C:14]([F:17])=[C:13]([F:18])[CH:12]=2)[NH:9][C:8]([O:19][CH3:20])=[N:7][C:6]=1[CH2:21][O:22][CH3:23])=[O:4].Cl[C:25]([O:27][C:28]1[CH:33]=[CH:32][C:31]([N+:34]([O-:36])=[O:35])=[CH:30][CH:29]=1)=[O:26]. The catalyst is CN(C1C=CN=CC=1)C.C(Cl)Cl. The product is [CH3:1][O:2][C:3]([C:5]1[CH:10]([C:11]2[CH:16]=[CH:15][C:14]([F:17])=[C:13]([F:18])[CH:12]=2)[N:9]([C:25]([O:27][C:28]2[CH:29]=[CH:30][C:31]([N+:34]([O-:36])=[O:35])=[CH:32][CH:33]=2)=[O:26])[C:8]([O:19][CH3:20])=[N:7][C:6]=1[CH2:21][O:22][CH3:23])=[O:4]. The yield is 0.780. (4) The reactants are [C:1]([O:14][CH2:15][C:16]1[CH:21]=[CH:20][CH:19]=[CH:18][CH:17]=1)(=[O:13])[CH2:2][C:3]([O:5][CH2:6][C:7]1[CH:12]=[CH:11][CH:10]=[CH:9][CH:8]=1)=[O:4].C([O-])(=O)C.[NH4+].[Br:27]N1C(=O)CCC1=O.C(=O)(O)[O-].[Na+]. The catalyst is C(OCC)C.C(OCC)(=O)C. The product is [Br:27][CH:2]([C:1]([O:14][CH2:15][C:16]1[CH:17]=[CH:18][CH:19]=[CH:20][CH:21]=1)=[O:13])[C:3]([O:5][CH2:6][C:7]1[CH:12]=[CH:11][CH:10]=[CH:9][CH:8]=1)=[O:4]. The yield is 0.290. (5) The reactants are [N+:1](=[C:3]1[N:7]=[CH:6][N:5]=[C:4]1[C:8]([NH2:10])=[O:9])=[N-:2].CC[O:13][CH2:14][CH3:15]. The catalyst is CS(C)=O. The product is [CH3:4][C:3]1[N:7]=[C:14]([CH2:15][N:10]2[C:8](=[O:9])[N:7]3[CH:6]=[N:5][C:4]([C:8]([NH2:10])=[O:9])=[C:3]3[N:1]=[N:2]2)[O:13][N:1]=1. The yield is 0.560.